Dataset: Forward reaction prediction with 1.9M reactions from USPTO patents (1976-2016). Task: Predict the product of the given reaction. (1) Given the reactants [CH3:1][O:2][C:3]1[N:8]=[CH:7][C:6]([NH:9][C:10]2[N:15]=[CH:14][C:13]([CH2:16][CH2:17][OH:18])=[CH:12][C:11]=2[C:19]2[N:27]=[C:26]([CH3:28])[N:25]=[C:24]3[C:20]=2[N:21]=[CH:22][N:23]3C2CCCCO2)=[CH:5][CH:4]=1.C(O)(C(F)(F)F)=O, predict the reaction product. The product is: [CH3:1][O:2][C:3]1[N:8]=[CH:7][C:6]([NH:9][C:10]2[N:15]=[CH:14][C:13]([CH2:16][CH2:17][OH:18])=[CH:12][C:11]=2[C:19]2[N:27]=[C:26]([CH3:28])[N:25]=[C:24]3[C:20]=2[N:21]=[CH:22][NH:23]3)=[CH:5][CH:4]=1. (2) Given the reactants [C:1]1([SH:11])[C:10]2[C:5](=[CH:6][CH:7]=[CH:8][CH:9]=2)[CH:4]=[CH:3][CH:2]=1.[H-].[Na+].[Cl:14][C:15]1[CH:20]=[C:19]([N+]([O-])=O)[CH:18]=[CH:17][N:16]=1, predict the reaction product. The product is: [Cl:14][C:15]1[CH:20]=[C:19]([S:11][C:1]2[C:10]3[C:5](=[CH:6][CH:7]=[CH:8][CH:9]=3)[CH:4]=[CH:3][CH:2]=2)[CH:18]=[CH:17][N:16]=1. (3) Given the reactants Cl[C:2]1[C:11]2[C:6](=[CH:7][CH:8]=[CH:9][CH:10]=2)[C:5]([Cl:12])=[N:4][N:3]=1.[CH3:13][C@H:14]1[NH:19][CH2:18][CH2:17][N:16]([C:20]([O:22][C:23]([CH3:26])([CH3:25])[CH3:24])=[O:21])[CH2:15]1, predict the reaction product. The product is: [Cl:12][C:5]1[C:6]2[C:11](=[CH:10][CH:9]=[CH:8][CH:7]=2)[C:2]([N:19]2[CH2:18][CH2:17][N:16]([C:20]([O:22][C:23]([CH3:26])([CH3:25])[CH3:24])=[O:21])[CH2:15][C@H:14]2[CH3:13])=[N:3][N:4]=1.